Dataset: Forward reaction prediction with 1.9M reactions from USPTO patents (1976-2016). Task: Predict the product of the given reaction. (1) Given the reactants [CH2:1]([O:8][CH2:9][CH:10]=[CH:11][CH:12]=[O:13])[C:2]1[CH:7]=[CH:6][CH:5]=[CH:4][CH:3]=1.[Cl:14][C:15]1[CH:23]=[C:22]2[C:18]([CH:19]=[CH:20][NH:21]2)=[CH:17][CH:16]=1.[N+](C1C=C([N+]([O-])=O)C=CC=1C(O)=O)([O-])=O.C([C@@H]1N[C@H](C(C)(C)C)N(C)C1=O)C1C=CC=CC=1, predict the reaction product. The product is: [CH2:1]([O:8][CH2:9][C@@H:10]([C:19]1[C:18]2[C:22](=[CH:23][C:15]([Cl:14])=[CH:16][CH:17]=2)[NH:21][CH:20]=1)[CH2:11][CH:12]=[O:13])[C:2]1[CH:7]=[CH:6][CH:5]=[CH:4][CH:3]=1. (2) Given the reactants [F:1][C:2]1[C:3]([NH:27][C:28]2[CH:33]=[CH:32][C:31]([I:34])=[CH:30][C:29]=2[F:35])=[C:4]([CH:12]=[C:13](/[CH:16]=[N:17]/[O:18][CH2:19][CH2:20][NH:21][C:22](=[O:26])[CH:23]([CH3:25])[CH3:24])[C:14]=1[F:15])[C:5]([NH:7][O:8][CH2:9][CH2:10][OH:11])=[O:6].ClC(Cl)C(O)=O.O.C(=O)(O)[O-].[Na+], predict the reaction product. The product is: [F:1][C:2]1[C:3]([NH:27][C:28]2[CH:33]=[CH:32][C:31]([I:34])=[CH:30][C:29]=2[F:35])=[C:4]([CH:12]=[C:13]([CH2:16][NH:17][O:18][CH2:19][CH2:20][NH:21][C:22](=[O:26])[CH:23]([CH3:25])[CH3:24])[C:14]=1[F:15])[C:5]([NH:7][O:8][CH2:9][CH2:10][OH:11])=[O:6]. (3) The product is: [CH3:17][CH2:16][O:15][C:13]([C:11]1[S:10][C:9]2[CH:18]=[C:5]([C:3]([OH:4])=[O:2])[CH:6]=[CH:7][C:8]=2[CH:12]=1)=[O:14]. Given the reactants C[O:2][C:3]([C:5]1[CH:6]=[CH:7][C:8]2[CH:12]=[C:11]([C:13]([O:15][CH2:16][CH3:17])=[O:14])[S:10][C:9]=2[CH:18]=1)=[O:4].[I-].[Li+], predict the reaction product. (4) Given the reactants I([C:3]1[CH:8]=[CH:7][CH:6]=[C:5](CC([O-])=O)[C:4]=1[CH2:13][C:14]([O-:16])=[O:15])=O.[C:17]([OH:20])(=[O:19])[CH3:18], predict the reaction product. The product is: [C:3]1([O:20][CH2:17][CH2:18][CH2:7][CH2:8][CH2:3][CH2:4][CH2:5][CH3:6])[CH:4]=[CH:5][CH:6]=[CH:7][CH:8]=1.[C:17]([O:16][C:14](=[O:15])[CH3:13])(=[O:19])[CH3:18]. (5) Given the reactants Cl[C:2](Cl)([O:4]C(=O)OC(Cl)(Cl)Cl)Cl.Cl.Cl.[CH3:15][O:16][CH2:17][CH2:18][N:19]1[CH2:23][C@@H:22]([C:24]2[CH:29]=[C:28]([F:30])[C:27]([F:31])=[C:26]([F:32])[CH:25]=2)[C@H:21]([NH2:33])[CH2:20]1.CCN(C(C)C)C(C)C.[NH2:43][C:44]1[N:48]([C:49]2[CH:54]=[CH:53][CH:52]=[CH:51][CH:50]=2)[N:47]=[C:46]([C:55]2[CH:56]=[CH:57][C:58](=[O:62])[N:59]([CH3:61])[CH:60]=2)[C:45]=1[CH3:63].[OH-].[Na+], predict the reaction product. The product is: [CH3:15][O:16][CH2:17][CH2:18][N:19]1[CH2:23][C@@H:22]([C:24]2[CH:29]=[C:28]([F:30])[C:27]([F:31])=[C:26]([F:32])[CH:25]=2)[C@H:21]([NH:33][C:2]([NH:43][C:44]2[N:48]([C:49]3[CH:50]=[CH:51][CH:52]=[CH:53][CH:54]=3)[N:47]=[C:46]([C:55]3[CH:56]=[CH:57][C:58](=[O:62])[N:59]([CH3:61])[CH:60]=3)[C:45]=2[CH3:63])=[O:4])[CH2:20]1. (6) Given the reactants Br[C:2]1[C:11]2[C:6](=[CH:7][CH:8]=[C:9](Cl)[CH:10]=2)[N:5]=[C:4]([NH:13][CH2:14][C:15]2[CH:20]=[CH:19][C:18]([F:21])=[CH:17][C:16]=2[O:22][CH3:23])[CH:3]=1.[CH3:24][O:25][CH2:26][CH2:27][NH2:28].[CH2:29]([NH2:36])[C:30]1[CH:35]=[CH:34][CH:33]=[CH:32][CH:31]=1, predict the reaction product. The product is: [CH2:29]([NH:36][C:9]1[CH:10]=[C:11]2[C:6](=[CH:7][CH:8]=1)[N:5]=[C:4]([NH:13][CH2:14][C:15]1[CH:20]=[CH:19][C:18]([F:21])=[CH:17][C:16]=1[O:22][CH3:23])[CH:3]=[C:2]2[NH:28][CH2:27][CH2:26][O:25][CH3:24])[C:30]1[CH:35]=[CH:34][CH:33]=[CH:32][CH:31]=1. (7) Given the reactants [NH:1]1[CH2:5][CH2:4][N:3]=[C:2]1[C:6]1([C:9]2[CH:14]=[CH:13][C:12]([N:15]3[CH2:20][CH2:19][C:18]4[C:21]([C:32]([F:35])([F:34])[F:33])=[N:22][N:23]([C:24]5[CH:29]=[CH:28][C:27]([O:30][CH3:31])=[CH:26][CH:25]=5)[C:17]=4[C:16]3=[O:36])=[CH:11][CH:10]=2)[CH2:8][CH2:7]1.[O-][Mn](=O)(=O)=O.[K+].[CH3:43]CN(CC)CC.CO.C(Cl)Cl, predict the reaction product. The product is: [CH3:31][O:30][C:27]1[CH:28]=[CH:29][C:24]([N:23]2[C:17]3[C:16](=[O:36])[N:15]([C:12]4[CH:11]=[CH:10][C:9]([C:6]5([C:2]6[N:1]([CH3:43])[CH:5]=[CH:4][N:3]=6)[CH2:7][CH2:8]5)=[CH:14][CH:13]=4)[CH2:20][CH2:19][C:18]=3[C:21]([C:32]([F:33])([F:34])[F:35])=[N:22]2)=[CH:25][CH:26]=1. (8) Given the reactants O[CH2:2][C:3]1([CH2:7][OH:8])[CH2:6][CH2:5][CH2:4]1.[Cl:9][C:10]1[CH:15]=[CH:14][C:13]([C:16]2[N:20]([CH3:21])[C:19]([SH:22])=[N:18][CH:17]=2)=[CH:12][CH:11]=1, predict the reaction product. The product is: [Cl:9][C:10]1[CH:11]=[CH:12][C:13]([C:16]2[N:20]([CH3:21])[C:19]([S:22][CH2:2][C:3]3([CH2:7][OH:8])[CH2:6][CH2:5][CH2:4]3)=[N:18][CH:17]=2)=[CH:14][CH:15]=1. (9) The product is: [C:12]([O:16][C:17]([NH:19][C@@H:20]([CH:24]([CH3:26])[CH3:25])[C:21]([NH:27][CH2:28][C:29](=[C:31]1[CH2:36][CH2:35][CH2:34][N:33]([C:37]2[C:46]([O:47][CH3:48])=[C:45]3[C:40]([C:41](=[O:55])[C:42]([C:52]([OH:54])=[O:53])=[CH:43][N:44]3[CH:49]3[CH2:51][CH2:50]3)=[CH:39][C:38]=2[F:56])[CH2:32]1)[F:30])=[O:23])=[O:18])([CH3:13])([CH3:14])[CH3:15]. Given the reactants ClC(OCC)=O.C1COCC1.[C:12]([O:16][C:17]([NH:19][C@@H:20]([CH:24]([CH3:26])[CH3:25])[C:21]([OH:23])=O)=[O:18])([CH3:15])([CH3:14])[CH3:13].[NH2:27][CH2:28][C:29](=[C:31]1[CH2:36][CH2:35][CH2:34][N:33]([C:37]2[C:46]([O:47][CH3:48])=[C:45]3[C:40]([C:41](=[O:55])[C:42]([C:52]([OH:54])=[O:53])=[CH:43][N:44]3[CH:49]3[CH2:51][CH2:50]3)=[CH:39][C:38]=2[F:56])[CH2:32]1)[F:30], predict the reaction product. (10) Given the reactants [Cl:1][C:2]1[CH:7]=[CH:6][CH:5]=[CH:4][C:3]=1[N:8]1[C:16]2[C:15](=[O:17])[N:14](COC(=O)C(C)(C)C)[C:13](=[O:26])[N:12]([CH3:27])[C:11]=2[N:10]=[CH:9]1.[H-].[Na+], predict the reaction product. The product is: [Cl:1][C:2]1[CH:7]=[CH:6][CH:5]=[CH:4][C:3]=1[N:8]1[C:16]2[C:15](=[O:17])[NH:14][C:13](=[O:26])[N:12]([CH3:27])[C:11]=2[N:10]=[CH:9]1.